Dataset: Full USPTO retrosynthesis dataset with 1.9M reactions from patents (1976-2016). Task: Predict the reactants needed to synthesize the given product. (1) Given the product [F:1][C:2]1[CH:3]=[C:4]([CH:7]=[C:8]([F:10])[CH:9]=1)/[CH:5]=[N:34]/[S@@:32]([C:29]([CH3:31])([CH3:30])[CH3:28])=[O:33], predict the reactants needed to synthesize it. The reactants are: [F:1][C:2]1[CH:3]=[C:4]([CH:7]=[C:8]([F:10])[CH:9]=1)[CH:5]=O.C1(C)C=CC(S([O-])(=O)=O)=CC=1.[NH+]1C=CC=CC=1.[CH3:28][C:29]([S@:32]([NH2:34])=[O:33])([CH3:31])[CH3:30].[O-]S([O-])(=O)=O.[Mg+2]. (2) Given the product [C:1]([N:24]=[N+:25]=[N-:26])(=[O:9])[C:2]1[CH:7]=[CH:6][CH:5]=[N:4][CH:3]=1, predict the reactants needed to synthesize it. The reactants are: [C:1]([OH:9])(=O)[C:2]1[CH:7]=[CH:6][CH:5]=[N:4][CH:3]=1.C1(P([N:24]=[N+:25]=[N-:26])(C2C=CC=CC=2)=O)C=CC=CC=1.C(N(CC)CC)C.O. (3) Given the product [NH2:30][C:6](=[O:7])[CH2:5][C:4]([NH:10][C:11]([C:13]1[CH:18]=[C:17]([O:19][C@@H:20]([CH3:25])[C:21]([F:23])([F:24])[F:22])[C:16]([CH:26]2[CH2:27][CH2:28]2)=[CH:15][N:14]=1)=[O:12])([CH:1]1[CH2:2][CH2:3]1)[CH3:9], predict the reactants needed to synthesize it. The reactants are: [CH:1]1([C:4]([NH:10][C:11]([C:13]2[CH:18]=[C:17]([O:19][C@@H:20]([CH3:25])[C:21]([F:24])([F:23])[F:22])[C:16]([CH:26]3[CH2:28][CH2:27]3)=[CH:15][N:14]=2)=[O:12])([CH3:9])[CH2:5][C:6](O)=[O:7])[CH2:3][CH2:2]1.[Cl-].[NH4+:30]. (4) Given the product [Cl:58][C:56]1[CH:55]=[CH:54][C:53]([F:59])=[C:52]([C:49]2[CH:48]=[CH:47][C:46]([CH2:45][C@@H:36]([NH:35][C:8]([C:6]3[O:5][N:4]=[C:3]([O:2][CH3:1])[CH:7]=3)=[O:10])[CH2:37][C@:38]([CH2:43][OH:44])([CH3:42])[C:39]([OH:41])=[O:40])=[CH:51][CH:50]=2)[CH:57]=1, predict the reactants needed to synthesize it. The reactants are: [CH3:1][O:2][C:3]1[CH:7]=[C:6]([C:8]([OH:10])=O)[O:5][N:4]=1.CN(C(ON1N=NC2C=CC=NC1=2)=[N+](C)C)C.F[P-](F)(F)(F)(F)F.[NH2:35][C@H:36]([CH2:45][C:46]1[CH:51]=[CH:50][C:49]([C:52]2[CH:57]=[C:56]([Cl:58])[CH:55]=[CH:54][C:53]=2[F:59])=[CH:48][CH:47]=1)[CH2:37][C@:38]([CH2:43][OH:44])([CH3:42])[C:39]([OH:41])=[O:40].CCN(C(C)C)C(C)C. (5) The reactants are: CO[C:3]1[CH:12]=[CH:11][C:6]2[N:7]=[C:8](N)[S:9][C:5]=2[CH:4]=1.[N+:13]([C:16]1[CH:21]=[C:20]([N+:22]([O-:24])=[O:23])[CH:19]=[CH:18]C=1Cl)([O-:15])=[O:14].[C:26](O)(=[O:28])C. Given the product [N+:13]([C:16]1[CH:21]=[C:20]([N+:22]([O-:24])=[O:23])[CH:19]=[CH:18][C:8]=1[S:9][C:5]1[CH:4]=[CH:3][C:12]([O:28][CH3:26])=[CH:11][C:6]=1[NH2:7])([O-:15])=[O:14], predict the reactants needed to synthesize it. (6) Given the product [C:9]([O:8][C:1](=[O:7])[CH2:2][CH2:3][C:4]1[O:6][CH:38]=[N:37][C:36]=1[C:13]([O:16][CH3:19])=[O:14])([CH3:12])([CH3:11])[CH3:10], predict the reactants needed to synthesize it. The reactants are: [C:1]([O:8][C:9]([CH3:12])([CH3:11])[CH3:10])(=[O:7])[CH2:2][CH2:3][C:4]([O-:6])=O.[C:13]([O-:16])([O-])=[O:14].[K+].[K+].[C:19]1(P(N=[N+]=[N-])(C2C=CC=CC=2)=O)C=CC=CC=1.[CH3:36][N:37]=[C:38]=O. (7) Given the product [I:26][C:22]1[N:21]=[C:20]([NH:19][C:15]2[S:16][C:17]([CH3:18])=[C:13]([C:11]3[CH:12]=[N:8][NH:9][CH:10]=3)[N:14]=2)[CH:25]=[CH:24][CH:23]=1, predict the reactants needed to synthesize it. The reactants are: COC1C=CC(C[N:8]2[CH:12]=[C:11]([C:13]3[N:14]=[C:15]([NH:19][C:20]4[CH:25]=[CH:24][CH:23]=[C:22]([I:26])[N:21]=4)[S:16][C:17]=3[CH3:18])[CH:10]=[N:9]2)=CC=1.C([O-])([O-])=O.[Na+].[Na+]. (8) Given the product [C:33]([O:32][C:30]([N:27]1[CH2:28][CH2:29][CH:24]([NH:23][C:18]2[C:17]([N+:20]([O-:22])=[O:21])=[CH:16][N:15]=[C:14]3[N:10]([S:7]([C:1]4[CH:6]=[CH:5][CH:4]=[CH:3][CH:2]=4)(=[O:9])=[O:8])[CH:11]=[CH:12][C:13]=23)[CH2:25][CH2:26]1)=[O:31])([CH3:36])([CH3:34])[CH3:35], predict the reactants needed to synthesize it. The reactants are: [C:1]1([S:7]([N:10]2[C:14]3=[N:15][CH:16]=[C:17]([N+:20]([O-:22])=[O:21])[C:18](Cl)=[C:13]3[CH:12]=[CH:11]2)(=[O:9])=[O:8])[CH:6]=[CH:5][CH:4]=[CH:3][CH:2]=1.[NH2:23][CH:24]1[CH2:29][CH2:28][N:27]([C:30]([O:32][C:33]([CH3:36])([CH3:35])[CH3:34])=[O:31])[CH2:26][CH2:25]1.C(N(C(C)C)CC)(C)C.